From a dataset of Human Reference Interactome with 51,813 positive PPI pairs across 8,248 proteins, plus equal number of experimentally-validated negative pairs. Binary Classification. Given two protein amino acid sequences, predict whether they physically interact or not. Protein 1 (ENSG00000101363) has sequence MASDLDFSPPEVPEPTFLENLLRYGLFLGAIFQLICVLAIIVPIPKSHEAEAEPSEPRSAEVTRKPKAAVPSVNKRPKKETKKKR*MASDLDFSPPEVPEPTFLENLLRYGLFLGAIFQLICVLAIIVPIPKSHEAEFHVEA*. Protein 2 (ENSG00000139644) has sequence MNIFDRKINFDALLKFSHITPSTQQHLKKVYASFALCMFVAAAGAYVHMVTHFIQAGLLSALGSLILMIWLMATPHSHETEQKRLGLLAGFAFLTGVGLGPALEFCIAVNPSILPTAFMGTAMIFTCFTLSALYARRRSYLFLGGILMSALSLLLLSSLGNVFFGSIWLFQANLYVGLVVMCGFVLFDTQLIIEKAEHGDQDYIWHCIDLFLDFITVFRKLMMILAMNEKDKKKEKK*MSHSSVTREAPQLLSQRQRREVRGVWGWGCLPGPRGGPALFGLVTFGQSGDCCTDSGTMNIF.... Result: 1 (the proteins interact).